From a dataset of Catalyst prediction with 721,799 reactions and 888 catalyst types from USPTO. Predict which catalyst facilitates the given reaction. (1) Reactant: [NH2:1][C:2](C(Cl)(Cl)Cl)=[C:3]([C:19]#[N:20])[C:4]([NH:6][C:7]1[N:8]([C:13]2[CH:18]=[CH:17][CH:16]=[CH:15][CH:14]=2)[C:9]([CH3:12])=[N:10][CH:11]=1)=O.[OH2:25].[NH2:26][NH2:27]. Product: [NH2:20][C:19]1[C:3]([C:4]([NH:6][C:7]2[N:8]([C:13]3[CH:18]=[CH:17][CH:16]=[CH:15][CH:14]=3)[C:9]([CH3:12])=[N:10][CH:11]=2)=[O:25])=[C:2]([NH2:1])[NH:27][N:26]=1. The catalyst class is: 37. (2) Reactant: [Br:1][C:2]1[NH:3][CH:4]=[CH:5][N:6]=1.[OH-].[Na+].Br[CH2:10][C:11]1[CH:12]=[C:13]([C:17]2[CH:21]=[C:20]([CH2:22][CH:23]([CH3:25])[CH3:24])[S:19][C:18]=2[S:26]([NH:29][C:30]([CH3:33])([CH3:32])[CH3:31])(=[O:28])=[O:27])[CH:14]=[CH:15][CH:16]=1. Product: [Br:1][C:2]1[N:3]([CH2:10][C:11]2[CH:12]=[C:13]([C:17]3[CH:21]=[C:20]([CH2:22][CH:23]([CH3:25])[CH3:24])[S:19][C:18]=3[S:26]([NH:29][C:30]([CH3:32])([CH3:31])[CH3:33])(=[O:27])=[O:28])[CH:14]=[CH:15][CH:16]=2)[CH:4]=[CH:5][N:6]=1. The catalyst class is: 549. (3) Reactant: C([O:3][C:4](=[O:28])[C:5]([CH3:27])([CH3:26])[CH2:6][CH2:7][CH2:8][CH2:9][CH2:10][C:11](=[O:25])[CH2:12][CH2:13][CH2:14][CH2:15][CH2:16][C:17]([CH3:24])([CH3:23])[C:18]([O:20]CC)=[O:19])C.[OH-].[K+]. Product: [CH3:23][C:17]([CH3:24])([CH2:16][CH2:15][CH2:14][CH2:13][CH2:12][C:11](=[O:25])[CH2:10][CH2:9][CH2:8][CH2:7][CH2:6][C:5]([CH3:27])([CH3:26])[C:4]([OH:28])=[O:3])[C:18]([OH:20])=[O:19]. The catalyst class is: 40. (4) Reactant: [NH2:1][C:2]1[N:7]=[C:6]([CH3:8])[C:5]([C:9]2[CH:18]=[CH:17][C:12]([C:13]([O:15][CH3:16])=[O:14])=[CH:11][CH:10]=2)=[CH:4][CH:3]=1.N1C=CC=CC=1.[C:25](Cl)(=[O:27])[CH3:26]. Product: [C:25]([NH:1][C:2]1[N:7]=[C:6]([CH3:8])[C:5]([C:9]2[CH:18]=[CH:17][C:12]([C:13]([O:15][CH3:16])=[O:14])=[CH:11][CH:10]=2)=[CH:4][CH:3]=1)(=[O:27])[CH3:26]. The catalyst class is: 2.